From a dataset of Reaction yield outcomes from USPTO patents with 853,638 reactions. Predict the reaction yield, written as a fraction of the theoretical maximum amount of product (1.0 means a 100% yield; for example, 0.34 means a 34% yield). The reactants are [CH3:1][O:2][C:3]1[C:13]2[C:12]([C:14]3[CH:15]=[C:16]([CH:19]=[CH:20][CH:21]=3)[C:17]#[N:18])=[N:11][CH2:10][C:9](=[O:22])[NH:8][C:7]=2[CH:6]=[C:5]([O:23][CH3:24])[C:4]=1[C:25]1[CH:30]=[CH:29][CH:28]=[CH:27][CH:26]=1.CI.Br[CH2:34][CH2:35][CH2:36][C:37]1[CH:42]=[CH:41][CH:40]=[CH:39][CH:38]=1. No catalyst specified. The product is [CH3:1][O:2][C:3]1[C:13]2[C:12]([C:14]3[CH:15]=[C:16]([CH:19]=[CH:20][CH:21]=3)[C:17]#[N:18])=[N:11][CH2:10][C:9](=[O:22])[N:8]([CH2:34][CH2:35][CH2:36][C:37]3[CH:42]=[CH:41][CH:40]=[CH:39][CH:38]=3)[C:7]=2[CH:6]=[C:5]([O:23][CH3:24])[C:4]=1[C:25]1[CH:30]=[CH:29][CH:28]=[CH:27][CH:26]=1. The yield is -0.620.